This data is from Reaction yield outcomes from USPTO patents with 853,638 reactions. The task is: Predict the reaction yield, written as a fraction of the theoretical maximum amount of product (1.0 means a 100% yield; for example, 0.34 means a 34% yield). (1) The reactants are [O:1]([CH2:8][C:9]([OH:11])=O)[C:2]1[CH:7]=[CH:6][CH:5]=[CH:4][CH:3]=1.[NH2:12][C:13]1[CH:14]=[C:15]([CH:19]=[CH:20][CH:21]=1)[C:16]([NH2:18])=[O:17].C1C=CC2N(O)N=NC=2C=1.CCN(C(C)C)C(C)C.C(Cl)CCl. The catalyst is CN(C=O)C.CO. The product is [O:1]([CH2:8][C:9]([NH:12][C:13]1[CH:14]=[C:15]([CH:19]=[CH:20][CH:21]=1)[C:16]([NH2:18])=[O:17])=[O:11])[C:2]1[CH:3]=[CH:4][CH:5]=[CH:6][CH:7]=1. The yield is 0.820. (2) The reactants are [CH2:1]([CH:3]([CH2:14][CH3:15])[CH2:4][C:5]1([C:11](O)=[O:12])[CH2:10][CH2:9][CH2:8][CH2:7][CH2:6]1)[CH3:2].C1(C(O)=O)CCCCC1.S(Cl)([Cl:27])=O.C(C(CC)CC1(C(OC(C2(CC(CC)CC)CCCCC2)=O)=O)CCCCC1)C. The yield is 0.929. The product is [CH2:1]([CH:3]([CH2:14][CH3:15])[CH2:4][C:5]1([C:11]([Cl:27])=[O:12])[CH2:10][CH2:9][CH2:8][CH2:7][CH2:6]1)[CH3:2]. The catalyst is C(N(CC)CC)C. (3) The reactants are N1C(C)=CC=CC=1C.[C:9]([O:14][CH2:15][C:16]1[CH:21]=[CH:20][CH:19]=[CH:18][CH:17]=1)(=[O:13])[C@H:10]([CH3:12])O.FC(F)(F)S(OS(C(F)(F)F)(=O)=O)(=O)=O.[NH2:37][O:38][CH2:39][CH2:40][CH2:41][C:42]([O:44][CH3:45])=[O:43]. The catalyst is ClCCl. The product is [CH3:45][O:44][C:42](=[O:43])[CH2:41][CH2:40][CH2:39][O:38][NH:37][CH:10]([C:9]([O:14][CH2:15][C:16]1[CH:21]=[CH:20][CH:19]=[CH:18][CH:17]=1)=[O:13])[CH3:12]. The yield is 0.740. (4) The reactants are C([O:3][C:4](=[O:16])[CH2:5][CH2:6][C:7]1[CH:12]=[CH:11][C:10]([C:13]#[N:14])=[C:9]([OH:15])[CH:8]=1)C.[OH-].[Na+]. The catalyst is C(O)C.O. The product is [C:13]([C:10]1[CH:11]=[CH:12][C:7]([CH2:6][CH2:5][C:4]([OH:16])=[O:3])=[CH:8][C:9]=1[OH:15])#[N:14]. The yield is 0.984.